Dataset: NCI-60 drug combinations with 297,098 pairs across 59 cell lines. Task: Regression. Given two drug SMILES strings and cell line genomic features, predict the synergy score measuring deviation from expected non-interaction effect. (1) Drug 1: CC1=C(C(CCC1)(C)C)C=CC(=CC=CC(=CC(=O)O)C)C. Drug 2: C1=CN(C=N1)CC(O)(P(=O)(O)O)P(=O)(O)O. Cell line: HCT116. Synergy scores: CSS=7.12, Synergy_ZIP=2.41, Synergy_Bliss=5.40, Synergy_Loewe=5.53, Synergy_HSA=2.47. (2) Drug 1: C1CCC(C1)C(CC#N)N2C=C(C=N2)C3=C4C=CNC4=NC=N3. Drug 2: N.N.Cl[Pt+2]Cl. Cell line: OVCAR-4. Synergy scores: CSS=-0.324, Synergy_ZIP=0.270, Synergy_Bliss=-0.985, Synergy_Loewe=-1.12, Synergy_HSA=-1.56. (3) Drug 1: CNC(=O)C1=CC=CC=C1SC2=CC3=C(C=C2)C(=NN3)C=CC4=CC=CC=N4. Drug 2: CN(C)N=NC1=C(NC=N1)C(=O)N. Cell line: SK-MEL-5. Synergy scores: CSS=-7.31, Synergy_ZIP=1.01, Synergy_Bliss=-1.65, Synergy_Loewe=-9.50, Synergy_HSA=-8.33. (4) Drug 1: C1C(C(OC1N2C=C(C(=O)NC2=O)F)CO)O. Drug 2: CCC(=C(C1=CC=CC=C1)C2=CC=C(C=C2)OCCN(C)C)C3=CC=CC=C3.C(C(=O)O)C(CC(=O)O)(C(=O)O)O. Cell line: M14. Synergy scores: CSS=5.68, Synergy_ZIP=-0.310, Synergy_Bliss=4.44, Synergy_Loewe=-10.1, Synergy_HSA=-1.14. (5) Synergy scores: CSS=-0.449, Synergy_ZIP=0.491, Synergy_Bliss=1.01, Synergy_Loewe=-0.692, Synergy_HSA=-1.50. Drug 1: C1=NC2=C(N=C(N=C2N1C3C(C(C(O3)CO)O)O)F)N. Cell line: UACC62. Drug 2: C1CN(P(=O)(OC1)NCCCl)CCCl. (6) Drug 1: CNC(=O)C1=NC=CC(=C1)OC2=CC=C(C=C2)NC(=O)NC3=CC(=C(C=C3)Cl)C(F)(F)F. Drug 2: C#CCC(CC1=CN=C2C(=N1)C(=NC(=N2)N)N)C3=CC=C(C=C3)C(=O)NC(CCC(=O)O)C(=O)O. Cell line: DU-145. Synergy scores: CSS=5.73, Synergy_ZIP=5.95, Synergy_Bliss=3.30, Synergy_Loewe=4.21, Synergy_HSA=3.52. (7) Drug 1: CCN(CC)CCNC(=O)C1=C(NC(=C1C)C=C2C3=C(C=CC(=C3)F)NC2=O)C. Drug 2: B(C(CC(C)C)NC(=O)C(CC1=CC=CC=C1)NC(=O)C2=NC=CN=C2)(O)O. Cell line: OVCAR-8. Synergy scores: CSS=33.0, Synergy_ZIP=-0.165, Synergy_Bliss=-0.449, Synergy_Loewe=-35.1, Synergy_HSA=-0.664. (8) Drug 1: C1CC(=O)NC(=O)C1N2CC3=C(C2=O)C=CC=C3N. Drug 2: CCCCCOC(=O)NC1=NC(=O)N(C=C1F)C2C(C(C(O2)C)O)O. Cell line: EKVX. Synergy scores: CSS=-0.0320, Synergy_ZIP=0.165, Synergy_Bliss=0.443, Synergy_Loewe=-0.756, Synergy_HSA=-2.34. (9) Drug 1: CC(CN1CC(=O)NC(=O)C1)N2CC(=O)NC(=O)C2. Drug 2: C1=NC2=C(N1)C(=S)N=CN2. Cell line: A498. Synergy scores: CSS=35.3, Synergy_ZIP=-1.25, Synergy_Bliss=4.92, Synergy_Loewe=6.04, Synergy_HSA=6.18.